The task is: Regression. Given two drug SMILES strings and cell line genomic features, predict the synergy score measuring deviation from expected non-interaction effect.. This data is from NCI-60 drug combinations with 297,098 pairs across 59 cell lines. Drug 1: C1CC(C1)(C(=O)O)C(=O)O.[NH2-].[NH2-].[Pt+2]. Drug 2: C1CN1C2=NC(=NC(=N2)N3CC3)N4CC4. Cell line: SK-MEL-2. Synergy scores: CSS=19.6, Synergy_ZIP=-6.06, Synergy_Bliss=-2.39, Synergy_Loewe=-11.4, Synergy_HSA=1.02.